Dataset: Peptide-MHC class I binding affinity with 185,985 pairs from IEDB/IMGT. Task: Regression. Given a peptide amino acid sequence and an MHC pseudo amino acid sequence, predict their binding affinity value. This is MHC class I binding data. (1) The peptide sequence is RTFSILNRK. The MHC is HLA-A03:01 with pseudo-sequence HLA-A03:01. The binding affinity (normalized) is 0.528. (2) The peptide sequence is EKFQKDPPFQW. The MHC is Mamu-B17 with pseudo-sequence Mamu-B17. The binding affinity (normalized) is 0.0600. (3) The peptide sequence is ALSGVFCGV. The MHC is HLA-A68:02 with pseudo-sequence HLA-A68:02. The binding affinity (normalized) is 0.0738. (4) The peptide sequence is VPAPAGPIV. The MHC is HLA-A68:01 with pseudo-sequence HLA-A68:01. The binding affinity (normalized) is 0. (5) The peptide sequence is SLSHYFTLV. The MHC is HLA-A68:02 with pseudo-sequence HLA-A68:02. The binding affinity (normalized) is 0.486.